This data is from hERG channel blocking data for cardiac toxicity assessment. The task is: Regression/Classification. Given a drug SMILES string, predict its toxicity properties. Task type varies by dataset: regression for continuous values (e.g., LD50, hERG inhibition percentage) or binary classification for toxic/non-toxic outcomes (e.g., AMES mutagenicity, cardiotoxicity, hepatotoxicity). Dataset: herg. (1) The drug is CS(=O)(=O)CCNCc1ccc(-c2ccc3ncnc(Nc4ccc(OCc5cccc(F)c5)c(Cl)c4)c3c2)o1. The result is 1 (blocker). (2) The compound is COc1ccc(CC[NH2+]CCCC(C#N)(c2ccc(OC)c(OC)c2)C(C)C)cc1OC. The result is 1 (blocker). (3) The compound is CC(C)(C)Oc1cc([C@H](C2=CN[C@H](C(O)(C(F)(F)F)C(F)(F)F)S2)c2cc[n+]([O-])cc2)ccc1OC(F)F. The result is 0 (non-blocker). (4) The compound is CCC(=O)OC(Cc1ccccc1)(c1ccccc1)C(C)C[NH2+]C. The result is 1 (blocker). (5) The compound is C[N@@+]1(CC2CC2)CC[C@]23c4c5ccc(O)c4O[C@H]2C(=O)CC[C@@]3(O)[C@H]1C5. The result is 0 (non-blocker). (6) The compound is Cc1cccc(C)c1OCC(=O)NC(Cc1ccccc1)C(O)CC(Cc1ccccc1)NC(=O)C(C(C)C)N1CCCNC1=O. The result is 1 (blocker). (7) The molecule is c1ccc(C[NH+]2CCC[C@H](c3c(-c4ccccc4)[nH]c4ccccc34)C2)cc1. The result is 1 (blocker). (8) The drug is CC(C)(C)[NH2+]CC(O)c1cc(O)cc(O)c1. The result is 0 (non-blocker). (9) The molecule is CC(C)(O)[C@H]1C=CC([C@H](c2cc[n+]([O-])cc2)c2ccc(OC(F)F)c(OC(F)F)c2)=CN1. The result is 1 (blocker).